Dataset: Forward reaction prediction with 1.9M reactions from USPTO patents (1976-2016). Task: Predict the product of the given reaction. (1) Given the reactants [N:1]1([C:6]2[N:11]=[CH:10][C:9]([N:12]=[C:13]([NH2:29])[C:14]3[CH:19]=[CH:18][C:17]([N:20]4[C:24]5=[N:25][CH:26]=[CH:27][CH:28]=[C:23]5[CH:22]=[CH:21]4)=[CH:16][CH:15]=3)=[CH:8][CH:7]=2)[CH:5]=[CH:4][N:3]=[CH:2]1.Br.Br[CH2:32][C:33]([C:35]1[CH:40]=[CH:39][CH:38]=[CH:37][N:36]=1)=O, predict the reaction product. The product is: [N:1]1([C:6]2[N:11]=[CH:10][C:9]([N:12]3[CH:32]=[C:33]([C:35]4[CH:40]=[CH:39][CH:38]=[CH:37][N:36]=4)[N:29]=[C:13]3[C:14]3[CH:15]=[CH:16][C:17]([N:20]4[C:24]5=[N:25][CH:26]=[CH:27][CH:28]=[C:23]5[CH:22]=[CH:21]4)=[CH:18][CH:19]=3)=[CH:8][CH:7]=2)[CH:5]=[CH:4][N:3]=[CH:2]1. (2) Given the reactants [C:9](O[C:9]([O:11][C:12]([CH3:15])([CH3:14])[CH3:13])=[O:10])([O:11][C:12]([CH3:15])([CH3:14])[CH3:13])=[O:10].[CH3:16][NH:17][C:18]1([C:24]([NH2:26])=[O:25])[CH2:23][CH2:22][NH:21][CH2:20][CH2:19]1.C(N(CC)CC)C, predict the reaction product. The product is: [NH2:26][C:24]([C:18]1([NH:17][CH3:16])[CH2:23][CH2:22][N:21]([C:9]([O:11][C:12]([CH3:13])([CH3:14])[CH3:15])=[O:10])[CH2:20][CH2:19]1)=[O:25]. (3) Given the reactants [F:1][CH:2]([F:15])[CH2:3][CH2:4][O:5][C:6]1[CH:11]=[C:10]([C:12]#[CH:13])[CH:9]=[CH:8][C:7]=1[F:14].I[C:17]1[CH:22]=[CH:21][C:20]([O:23][CH:24]([F:26])[F:25])=[CH:19][CH:18]=1, predict the reaction product. The product is: [F:25][CH:24]([F:26])[O:23][C:20]1[CH:21]=[CH:22][C:17]([C:13]#[C:12][C:10]2[CH:9]=[CH:8][C:7]([F:14])=[C:6]([O:5][CH2:4][CH2:3][CH:2]([F:1])[F:15])[CH:11]=2)=[CH:18][CH:19]=1. (4) Given the reactants [CH3:1][C:2]1[S:3][C:4]2[C:13]3[CH:12]([CH2:14][CH2:15][NH:16][C:17](=[O:19])[CH3:18])[CH2:11][CH2:10][C:9]=3[CH:8]=[CH:7][C:5]=2[N:6]=1, predict the reaction product. The product is: [CH3:1][C:2]1[S:3][C:4]2[C:13]3[C@@H:12]([CH2:14][CH2:15][NH:16][C:17](=[O:19])[CH3:18])[CH2:11][CH2:10][C:9]=3[CH:8]=[CH:7][C:5]=2[N:6]=1. (5) Given the reactants [Cl:1][C:2]1[CH:3]=[C:4]([CH2:17][N:18]2[C:22]([CH3:23])=[CH:21][C:20]([C:24]([NH:26][C@@H:27]3[CH2:31][CH2:30][N:29](C(OC(C)(C)C)=O)[CH2:28]3)=[O:25])=[N:19]2)[C:5]2[O:9][C:8]([C:10]3[CH:15]=[CH:14][CH:13]=[CH:12][CH:11]=3)=[CH:7][C:6]=2[CH:16]=1.Cl, predict the reaction product. The product is: [Cl:1][C:2]1[CH:3]=[C:4]([CH2:17][N:18]2[C:22]([CH3:23])=[CH:21][C:20]([C:24]([NH:26][C@@H:27]3[CH2:31][CH2:30][NH:29][CH2:28]3)=[O:25])=[N:19]2)[C:5]2[O:9][C:8]([C:10]3[CH:15]=[CH:14][CH:13]=[CH:12][CH:11]=3)=[CH:7][C:6]=2[CH:16]=1.